This data is from CYP1A2 inhibition data for predicting drug metabolism from PubChem BioAssay. The task is: Regression/Classification. Given a drug SMILES string, predict its absorption, distribution, metabolism, or excretion properties. Task type varies by dataset: regression for continuous measurements (e.g., permeability, clearance, half-life) or binary classification for categorical outcomes (e.g., BBB penetration, CYP inhibition). Dataset: cyp1a2_veith. (1) The drug is COc1ccc2nc(/N=C\N(C)C)sc2c1. The result is 1 (inhibitor). (2) The drug is COCCn1c(=O)c(-c2cccs2)nc2cnc(N(C)C)nc21. The result is 1 (inhibitor). (3) The drug is CCN(CC)S(=O)(=O)c1cccc(C(=O)N[C@H](C(=O)OCC(=O)NC(=O)NC)C(C)C)c1. The result is 0 (non-inhibitor). (4) The molecule is S=C(NCCSCc1c(Cl)cccc1Cl)Nc1ccccc1. The result is 1 (inhibitor).